From a dataset of Catalyst prediction with 721,799 reactions and 888 catalyst types from USPTO. Predict which catalyst facilitates the given reaction. (1) Reactant: [NH2:1][CH2:2][C:3]1([OH:16])[CH2:8][CH2:7][N:6]([C:9]([O:11][C:12]([CH3:15])([CH3:14])[CH3:13])=[O:10])[CH2:5][CH2:4]1.C([N:19]([CH2:22][CH3:23])[CH2:20][CH3:21])C.Cl[C:25]1C2C(=NC=CC=2)[N:28]=[CH:27][C:26]=1[N+:35]([O-:37])=[O:36].Cl[CH2:39]Cl. Product: [OH:16][C:3]1([CH2:2][NH:1][C:25]2[C:20]3[C:21](=[CH:39][CH:23]=[CH:22][N:19]=3)[N:28]=[CH:27][C:26]=2[N+:35]([O-:37])=[O:36])[CH2:4][CH2:5][N:6]([C:9]([O:11][C:12]([CH3:13])([CH3:15])[CH3:14])=[O:10])[CH2:7][CH2:8]1. The catalyst class is: 389. (2) Reactant: [Si:1]([O:8][C@H:9]1[CH2:15][CH2:14][C@H:13]2[NH:16][C@:10]1([C:17]1[CH:22]=[CH:21][CH:20]=[CH:19][CH:18]=1)[CH2:11][CH2:12]2)([C:4]([CH3:7])([CH3:6])[CH3:5])([CH3:3])[CH3:2].[CH2:23](Br)[CH:24]=[CH2:25].C(=O)([O-])[O-].[K+].[K+].CN(C)C=O. Product: [Si:1]([O:8][C@H:9]1[CH2:15][CH2:14][C@H:13]2[N:16]([CH2:25][CH:24]=[CH2:23])[C@:10]1([C:17]1[CH:22]=[CH:21][CH:20]=[CH:19][CH:18]=1)[CH2:11][CH2:12]2)([C:4]([CH3:7])([CH3:6])[CH3:5])([CH3:3])[CH3:2]. The catalyst class is: 27. (3) Reactant: Br[C:2]1[CH:19]=[CH:18][C:5]2[N:6]=[C:7]([N:9]3[CH2:14][CH2:13][N:12]([CH:15]4[CH2:17][CH2:16]4)[CH2:11][CH2:10]3)[S:8][C:4]=2[CH:3]=1.B(O)(O)[C:21]1[C:26]([Cl:27])=[CH:25][N:24]=[C:23]([O:28][CH3:29])[CH:22]=1.CC(O[K])=O. Product: [Cl:27][C:26]1[C:21]([C:2]2[CH:19]=[CH:18][C:5]3[N:6]=[C:7]([N:9]4[CH2:14][CH2:13][N:12]([CH:15]5[CH2:17][CH2:16]5)[CH2:11][CH2:10]4)[S:8][C:4]=3[CH:3]=2)=[CH:22][C:23]([O:28][CH3:29])=[N:24][CH:25]=1. The catalyst class is: 151. (4) Reactant: [Si]([O:8][C:9]1[CH:18]=[C:17]2[C:12]([CH:13]=[CH:14][CH:15]=[N:16]2)=[CH:11][CH:10]=1)(C(C)(C)C)(C)C.[C:19]1([Li])[CH:24]=[CH:23][CH:22]=[CH:21][CH:20]=1.Cl.C([O-])(O)=O.[Na+]. Product: [C:19]1([C:15]2[CH:14]=[CH:13][C:12]3[C:17](=[CH:18][C:9]([OH:8])=[CH:10][CH:11]=3)[N:16]=2)[CH:24]=[CH:23][CH:22]=[CH:21][CH:20]=1. The catalyst class is: 36. (5) Reactant: [Cl:1][C:2]1[NH:3][CH:4]=[C:5]([N+:7]([O-:9])=[O:8])[N:6]=1.[O:10]1[C:12]2([CH2:17][CH2:16][N:15]([C:18]([O:20][C:21]([CH3:24])([CH3:23])[CH3:22])=[O:19])[CH2:14][CH2:13]2)[CH2:11]1.C(=O)([O-])O.[Na+]. Product: [Cl:1][C:2]1[N:3]([CH2:11][C:12]2([OH:10])[CH2:13][CH2:14][N:15]([C:18]([O:20][C:21]([CH3:24])([CH3:23])[CH3:22])=[O:19])[CH2:16][CH2:17]2)[CH:4]=[C:5]([N+:7]([O-:9])=[O:8])[N:6]=1. The catalyst class is: 8. (6) Reactant: [CH3:1][C:2]1[S:3][C:4]2[CH2:9][CH2:8][CH:7]([C:10]([O:12]CC)=[O:11])[C:5]=2[N:6]=1.[OH-].[Li+]. Product: [CH3:1][C:2]1[S:3][C:4]2[CH2:9][CH2:8][CH:7]([C:10]([OH:12])=[O:11])[C:5]=2[N:6]=1. The catalyst class is: 36. (7) Reactant: [C:1]([C:4]1[CH:9]=[C:8]([N:10]2[C:15]([CH3:16])=[CH:14][C:13]([O:17][CH2:18][C:19]3[CH:24]=[CH:23][C:22]([O:25][CH3:26])=[CH:21][CH:20]=3)=[C:12]([Cl:27])[C:11]2=[O:28])[C:7]([CH3:29])=[CH:6][N:5]=1)(=O)[CH3:2].[CH3:30]OC(OC)N(C)C.Cl.[OH:39][C:40]([CH3:45])([CH3:44])[C:41]([NH2:43])=[NH:42].C(=O)([O-])[O-].[K+].[K+]. Product: [Cl:27][C:12]1[C:11](=[O:28])[N:10]([C:8]2[C:7]([CH3:29])=[CH:6][N:5]=[C:4]([C:1]3[CH:2]=[CH:30][N:43]=[C:41]([C:40]([OH:39])([CH3:45])[CH3:44])[N:42]=3)[CH:9]=2)[C:15]([CH3:16])=[CH:14][C:13]=1[O:17][CH2:18][C:19]1[CH:20]=[CH:21][C:22]([O:25][CH3:26])=[CH:23][CH:24]=1. The catalyst class is: 9. (8) Reactant: Br[C:2]1[CH:3]=[CH:4][C:5]([O:10][CH2:11][CH:12]([CH3:14])[CH3:13])=[C:6]([CH:9]=1)[C:7]#[N:8].[B:15](OC(C)C)([O:20]C(C)C)[O:16]C(C)C.Cl. Product: [C:7]([C:6]1[CH:9]=[C:2]([B:15]([OH:20])[OH:16])[CH:3]=[CH:4][C:5]=1[O:10][CH2:11][CH:12]([CH3:14])[CH3:13])#[N:8]. The catalyst class is: 182. (9) Reactant: [F:1][C:2]1[C:7]([CH:8]=O)=[CH:6][CH:5]=[CH:4][C:3]=1[C:10]1[N:14]([S:15]([C:18]2[CH:19]=[N:20][CH:21]=[CH:22][CH:23]=2)(=[O:17])=[O:16])[CH:13]=[C:12]([CH2:24][N:25]([CH3:33])[C:26](=[O:32])[O:27][C:28]([CH3:31])([CH3:30])[CH3:29])[CH:11]=1.Cl.[NH2:35][OH:36].C([O-])(=O)C.[Na+].C(=O)([O-])O.[Na+]. Product: [F:1][C:2]1[C:7]([CH:8]=[N:35][OH:36])=[CH:6][CH:5]=[CH:4][C:3]=1[C:10]1[N:14]([S:15]([C:18]2[CH:19]=[N:20][CH:21]=[CH:22][CH:23]=2)(=[O:16])=[O:17])[CH:13]=[C:12]([CH2:24][N:25]([CH3:33])[C:26](=[O:32])[O:27][C:28]([CH3:31])([CH3:30])[CH3:29])[CH:11]=1. The catalyst class is: 41.